This data is from NCI-60 drug combinations with 297,098 pairs across 59 cell lines. The task is: Regression. Given two drug SMILES strings and cell line genomic features, predict the synergy score measuring deviation from expected non-interaction effect. (1) Drug 1: CCCS(=O)(=O)NC1=C(C(=C(C=C1)F)C(=O)C2=CNC3=C2C=C(C=N3)C4=CC=C(C=C4)Cl)F. Drug 2: CC(C1=C(C=CC(=C1Cl)F)Cl)OC2=C(N=CC(=C2)C3=CN(N=C3)C4CCNCC4)N. Cell line: UACC62. Synergy scores: CSS=40.6, Synergy_ZIP=0.00698, Synergy_Bliss=-0.445, Synergy_Loewe=-8.70, Synergy_HSA=0.312. (2) Drug 1: C(=O)(N)NO. Drug 2: COC1=C2C(=CC3=C1OC=C3)C=CC(=O)O2. Cell line: SF-539. Synergy scores: CSS=4.28, Synergy_ZIP=6.47, Synergy_Bliss=7.49, Synergy_Loewe=3.63, Synergy_HSA=3.18. (3) Drug 1: CC1=CC2C(CCC3(C2CCC3(C(=O)C)OC(=O)C)C)C4(C1=CC(=O)CC4)C. Drug 2: C1=NC2=C(N1)C(=S)N=C(N2)N. Cell line: SN12C. Synergy scores: CSS=14.1, Synergy_ZIP=-7.47, Synergy_Bliss=-1.24, Synergy_Loewe=-8.75, Synergy_HSA=-0.514. (4) Drug 1: CCCCC(=O)OCC(=O)C1(CC(C2=C(C1)C(=C3C(=C2O)C(=O)C4=C(C3=O)C=CC=C4OC)O)OC5CC(C(C(O5)C)O)NC(=O)C(F)(F)F)O. Drug 2: CC12CCC3C(C1CCC2O)C(CC4=C3C=CC(=C4)O)CCCCCCCCCS(=O)CCCC(C(F)(F)F)(F)F. Cell line: UACC62. Synergy scores: CSS=35.3, Synergy_ZIP=-3.31, Synergy_Bliss=-5.97, Synergy_Loewe=-24.0, Synergy_HSA=-5.77. (5) Drug 1: CN(CC1=CN=C2C(=N1)C(=NC(=N2)N)N)C3=CC=C(C=C3)C(=O)NC(CCC(=O)O)C(=O)O. Drug 2: CC12CCC3C(C1CCC2OP(=O)(O)O)CCC4=C3C=CC(=C4)OC(=O)N(CCCl)CCCl.[Na+]. Cell line: HCT116. Synergy scores: CSS=50.5, Synergy_ZIP=-3.44, Synergy_Bliss=-12.1, Synergy_Loewe=-17.3, Synergy_HSA=-8.69.